Predict the reactants needed to synthesize the given product. From a dataset of Full USPTO retrosynthesis dataset with 1.9M reactions from patents (1976-2016). (1) The reactants are: N1([C@]23CC[C@@H](C(C)=C)[C@@H]2[C@@H:6]2[C@@:19]([CH3:22])([CH2:20]C3)[C@@:18]3([CH3:23])[C@@H:9]([C@:10]4([CH3:44])[C@@H:15]([CH2:16][CH2:17]3)[C:14]([CH3:25])([CH3:24])[C:13]([C:26]3[CH2:31][CH2:30][C@:29]([CH2:42][F:43])([C:32]([O:34][CH2:35][C:36]5[CH:41]=[CH:40][CH:39]=[CH:38][CH:37]=5)=[O:33])[CH2:28][CH:27]=3)=[CH:12][CH2:11]4)[CH2:8][CH2:7]2)CC1.[NH:51]1[CH:56]([CH2:57]O)[CH2:55]SC[CH:52]1[CH2:59][OH:60].[I-].[Na+].P([O-])([O-])([O-])=O.[K+].[K+].[K+]. Given the product [F:43][CH2:42][C@:29]1([C:32]([O:34][CH2:35][C:36]2[CH:37]=[CH:38][CH:39]=[CH:40][CH:41]=2)=[O:33])[CH2:30][CH2:31][C:26]([C:13]2[C:14]([CH3:24])([CH3:25])[C@H:15]3[C@:10]([CH3:44])([CH2:11][CH:12]=2)[C@@H:9]2[C@:18]([CH3:23])([C@@:19]4([CH3:20])[C@H:6]([CH2:7][CH2:8]2)[C@H:57]2[C@H:8]([C:9]([CH3:18])=[CH2:10])[CH2:7][CH2:6][C@:56]2([NH:51][CH2:52][CH2:59][OH:60])[CH2:55][CH2:22]4)[CH2:17][CH2:16]3)=[CH:27][CH2:28]1, predict the reactants needed to synthesize it. (2) Given the product [CH3:6][N:7]1[C:15]2[C:10](=[CH:11][CH:12]=[CH:13][CH:14]=2)[C:9]([C@H:3]([CH3:4])[CH2:2][CH:1]=[O:5])=[CH:8]1, predict the reactants needed to synthesize it. The reactants are: [CH:1](=[O:5])/[CH:2]=[CH:3]/[CH3:4].[CH3:6][N:7]1[C:15]2[C:10](=[CH:11][CH:12]=[CH:13][CH:14]=2)[CH:9]=[CH:8]1.C(O)(C(F)(F)F)=O.C([C@@H]1N[C@H](C(C)(C)C)N(C)C1=O)C1C=CC=CC=1. (3) Given the product [CH:37]1([C:32]2[CH:33]=[C:34]3[C:29](=[CH:30][CH:31]=2)[C:28](=[O:40])[N:27]([C:7]2[CH:8]=[CH:9][CH:10]=[C:11]([C:12]4[CH:17]=[CH:16][N:15]=[C:14]5[NH:18][C:19]([C:21]6[CH:22]=[N:23][N:24]([CH3:26])[CH:25]=6)=[N:20][C:13]=45)[C:6]=2[CH2:5][OH:4])[CH2:36][CH2:35]3)[CH2:39][CH2:38]1, predict the reactants needed to synthesize it. The reactants are: C([O:4][CH2:5][C:6]1[C:11]([C:12]2[CH:17]=[CH:16][N:15]=[C:14]3[NH:18][C:19]([C:21]4[CH:22]=[N:23][N:24]([CH3:26])[CH:25]=4)=[N:20][C:13]=23)=[CH:10][CH:9]=[CH:8][C:7]=1[N:27]1[CH2:36][CH2:35][C:34]2[C:29](=[CH:30][CH:31]=[C:32]([CH:37]3[CH2:39][CH2:38]3)[CH:33]=2)[C:28]1=[O:40])(=O)C.O.[OH-].[Li+].C(O)(C)C.C1COCC1.O. (4) Given the product [CH3:14][C:9]1[CH:10]=[CH:11][CH:12]=[C:13]2[C:8]=1[N:7]([CH2:15][CH2:16][CH2:17][N:18]1[CH2:23][CH2:22][O:21][CH2:20][CH2:19]1)[CH:6]=[C:5]2[C:3]([OH:4])=[O:2], predict the reactants needed to synthesize it. The reactants are: C[O:2][C:3]([C:5]1[C:13]2[C:8](=[C:9]([CH3:14])[CH:10]=[CH:11][CH:12]=2)[N:7]([CH2:15][CH2:16][CH2:17][N:18]2[CH2:23][CH2:22][O:21][CH2:20][CH2:19]2)[CH:6]=1)=[O:4].[OH-].[Na+].Cl.